Dataset: Experimentally validated miRNA-target interactions with 360,000+ pairs, plus equal number of negative samples. Task: Binary Classification. Given a miRNA mature sequence and a target amino acid sequence, predict their likelihood of interaction. (1) The miRNA is mmu-miR-455-5p with sequence UAUGUGCCUUUGGACUACAUCG. Result: 0 (no interaction). The protein sequence of the target gene is MLLLLLGILFLHIAVLVLLFVSTIVSQWLVGNGHRTDLWQNCTTSALGAVQHCYSSSVSEWLQSVQATMILSVIFSVLSLFLFFCQLFTLTKGGRFYITGVFQILAGLCVMSAAAIYTVRHSEWHVNNDYSYGFAYILAWVAFPLALLSGIIYVILRKRE. (2) The protein sequence of the target gene is MDSENCSITENSSSHLERGQKDHGTSIHFEKHHEGSIQVSIPWAVLIVVLITSLIIALIALNVGKYNCPGLYEKLESSDHHVATCKNEWISYKRTCYFFSTTTKSWALAQRSCSEDAATLAVIDSEKDMTFLKRYSGELEHWIGLKNEANQTWKWANGKEFNSWFNLTGSGRCVSVNHKNVTAVDCEANFHWVCSKPSR. Result: 0 (no interaction). The miRNA is hsa-miR-6729-3p with sequence UCAUCCCCCUCGCCCUCUCAG. (3) The miRNA is mmu-miR-6715-3p with sequence CCAAACCAGGCGUGCCUGUGG. The protein sequence of the target gene is MTGAEIESGAQVKPEKKPGEEVVGGAEIENDVPLVVRPKVRTQAQIMPGARPKNKSKVMPGASTKVETSAVGGARPKSKAKAIPVSRFKEEAQMWAQPRFGAERLSKTERNSQTNIIASPLVSTDSVLVAKTKYLSEDRELVNTDTESFPRRKAHYQAGFQPSFRSKEETNMGSWCCPRPTSKQEASPNSDFKWVDKSVSSLFWSGDEVTAKFHPGNRVKDSNRSMHMANQEANTMSRSQTNQELYIASSSGSEDESVKTPWFWARDKTNTWSGPREDPNSRSRFRSKKEVYVESSSGSE.... Result: 0 (no interaction). (4) The miRNA is mmu-miR-687 with sequence CUAUCCUGGAAUGCAGCAAUGA. The protein sequence of the target gene is MAAAGAAATHLEVARGKRAALFFAAVAIVLGLPLWWKTTETYRASLPYSQISGLNALQLRLMVPVTVVFTRESVPLDDQEKLPFTVVHEREIPLKYKMKIKCRFQKAYRRALDHEEEALSSGSVQEAEAMLDEPQEQAEGSLTVYVISEHSSLLPQDMMSYIGPKRTAVVRGIMHREAFNIIGRRIVQVAQAMSLTEDVLAAALADHLPEDKWSAEKRRPLKSSLGYEITFSLLNPDPKSHDVYWDIEGAVRRYVQPFLNALGAAGNFSVDSQILYYAMLGVNPRFDSASSSYYLDMHSL.... Result: 0 (no interaction). (5) The miRNA is hsa-miR-635 with sequence ACUUGGGCACUGAAACAAUGUCC. The protein sequence of the target gene is MNRRRKFLLASVLALQNSSFIYPSCQKCFSRIILVSKRSNCPKCGSTGESGNANYRYKLSLKVAESNKLFVITVFGSCLDTFFGLTATGLHRYIQDPNKIPETLDNDTTQNLLTKAVETCFVGQSFIFGVTNFENQPGQGSDASNFLQQCSDHKRKAKALVACQIVLPDPGIAGFTVIDYFHQLLQTFNFRKLQCDSQAPNNHLLALDHSNSDLSSIYTSDSTSDFFKSCSKDTFSKFWQPSLEFTCIVSQLTDNDDFSASEQSKAFGTLQQNRKSISIAEATGSSSCHDPIQDSWSLVS.... Result: 0 (no interaction). (6) The miRNA is hsa-miR-3155a with sequence CCAGGCUCUGCAGUGGGAACU. The protein sequence of the target gene is MAIKSIASRLRGSRRFLSGFVAGAVVGAAGAGLAALQFFRSQGAEGALTGKQPDGSAEKAVLEQFGFPLTGTEARCYTNHALSYDQAKRVPRWVLEHISKSKIMGDADRKHCKFKPDPNIPPTFSAFNEDYVGSGWSRGHMAPAGNNKFSSKAMAETFYLSNIVPQDFDNNSGYWNRIEMYCRELTERFEDVWVVSGPLTLPQTRGDGKKIVSYQVIGEDNVAVPSHLYKVILARRSSVSTEPLALGAFVVPNEAIGFQPQLTEFQVSLQDLEKLSGLVFFPHLDRTSDIRNICSVDTCK.... Result: 1 (interaction). (7) The miRNA is hsa-miR-491-3p with sequence CUUAUGCAAGAUUCCCUUCUAC. Result: 0 (no interaction). The protein sequence of the target gene is MKASSGRCGLVRWLQVLLPFLLSLFPGALPVQIRYSIPEELAKNSVVGNLAKDLGLSVRDLPARKLRVSAEKEYFTVNPESGDLLVSDRIDREQICGKQPLCVLDFDTVAENPLNIFYIAVIVQDINDNTPLFKQTKINLKIGESTKPGTTFPLDPALDSDVGPNSLQRYHLNDNEYFDLAEKQTPDGRKYPELILKHSLDREEHSLHQLVLTAVDGGDPPQSGTTQIRIKVTDANDNPPVFSQDVYRVTLREDVPPGFFVLQVTATDRDEGINAEITYSFHNVDEQVKHFFNLNEKTGE....